This data is from Forward reaction prediction with 1.9M reactions from USPTO patents (1976-2016). The task is: Predict the product of the given reaction. Given the reactants [Br:1][C:2]1[CH:18]=[CH:17][C:5]([C:6]([C:8]2[CH:13]=[CH:12][C:11]([N:14]([CH3:16])[CH3:15])=[CH:10][CH:9]=2)=O)=[CH:4][CH:3]=1.[CH3:19][Mg]Br.[NH4+].[Cl-].O.C1(C)C=CC(S(O)(=O)=O)=CC=1.C(=O)(O)[O-].[K+], predict the reaction product. The product is: [Br:1][C:2]1[CH:18]=[CH:17][C:5]([C:6]([C:8]2[CH:13]=[CH:12][C:11]([N:14]([CH3:16])[CH3:15])=[CH:10][CH:9]=2)=[CH2:19])=[CH:4][CH:3]=1.